Task: Binary Classification. Given a drug SMILES string, predict its activity (active/inactive) in a high-throughput screening assay against a specified biological target.. Dataset: HIV replication inhibition screening data with 41,000+ compounds from the AIDS Antiviral Screen (1) The compound is O=C(NN1C(=O)C(Cl)C1c1cccc(Cl)c1)c1ccccc1O. The result is 0 (inactive). (2) The drug is O=C1CC(C(COCc2ccccc2)OCc2ccccc2)CC(=O)N1. The result is 0 (inactive). (3) The molecule is O=[N+]([O-])c1ccc(-c2ccc(-c3csc(Nc4ccccc4)n3)o2)cc1. The result is 0 (inactive). (4) The drug is CCCCNC(=O)C(=Cc1cccc(N(CC)CC)c1)NC(=O)c1ccccc1. The result is 0 (inactive).